From a dataset of Full USPTO retrosynthesis dataset with 1.9M reactions from patents (1976-2016). Predict the reactants needed to synthesize the given product. Given the product [O:26]1[C:30]2[CH:31]=[CH:32][CH:33]=[CH:34][C:29]=2[CH:28]=[C:27]1[C:7]1[C:3]([CH2:1][CH3:2])=[C:4]([C:11]([O:13][C:14]([CH3:17])([CH3:16])[CH3:15])=[O:12])[NH:5][C:6]=1[CH:9]=[O:10], predict the reactants needed to synthesize it. The reactants are: [CH2:1]([C:3]1[C:7](I)=[C:6]([CH:9]=[O:10])[NH:5][C:4]=1[C:11]([O:13][C:14]([CH3:17])([CH3:16])[CH3:15])=[O:12])[CH3:2].[O-]P([O-])([O-])=O.[K+].[K+].[K+].[O:26]1[C:30]2[CH:31]=[CH:32][CH:33]=[CH:34][C:29]=2[CH:28]=[C:27]1B(O)O.